This data is from Peptide-MHC class I binding affinity with 185,985 pairs from IEDB/IMGT. The task is: Regression. Given a peptide amino acid sequence and an MHC pseudo amino acid sequence, predict their binding affinity value. This is MHC class I binding data. (1) The peptide sequence is QECNNMHLST. The MHC is HLA-B45:01 with pseudo-sequence HLA-B45:01. The binding affinity (normalized) is 0.403. (2) The peptide sequence is VSPLAVTWW. The MHC is HLA-A24:02 with pseudo-sequence HLA-A24:02. The binding affinity (normalized) is 0.0847. (3) The peptide sequence is FLKEMGGL. The MHC is HLA-A30:01 with pseudo-sequence HLA-A30:01. The binding affinity (normalized) is 0. (4) The peptide sequence is IINRDIIVI. The MHC is HLA-A02:01 with pseudo-sequence HLA-A02:01. The binding affinity (normalized) is 0.142. (5) The peptide sequence is KGLGVNPTL. The MHC is HLA-B27:05 with pseudo-sequence HLA-B27:05. The binding affinity (normalized) is 0.113. (6) The peptide sequence is GTFKSVAVK. The MHC is HLA-B08:02 with pseudo-sequence HLA-B08:02. The binding affinity (normalized) is 0.0847. (7) The peptide sequence is TVAHQVCPY. The MHC is HLA-B08:01 with pseudo-sequence HLA-B08:01. The binding affinity (normalized) is 0.0847. (8) The peptide sequence is EAEKQLQQY. The MHC is HLA-A80:01 with pseudo-sequence HLA-A80:01. The binding affinity (normalized) is 0.0847. (9) The peptide sequence is YRLFKHGLK. The MHC is HLA-B27:05 with pseudo-sequence HLA-B27:05. The binding affinity (normalized) is 0.503.